Dataset: Catalyst prediction with 721,799 reactions and 888 catalyst types from USPTO. Task: Predict which catalyst facilitates the given reaction. (1) Reactant: [Br:1][C:2]1[CH:3]=[CH:4][C:5]([F:25])=[C:6]([C@@:8](O)([CH3:23])[CH2:9][NH:10][S:11]([C:14]2[CH:19]=[CH:18][CH:17]=[CH:16][C:15]=2[N+:20]([O-:22])=[O:21])(=[O:13])=[O:12])[CH:7]=1.C1C=CC(P(C2C=CC=CC=2)C2C=CC=CC=2)=CC=1.N(C(OCC)=O)=NC(OCC)=O. Product: [Br:1][C:2]1[CH:3]=[CH:4][C:5]([F:25])=[C:6]([C:8]2([CH3:23])[CH2:9][N@:10]2[S:11]([C:14]2[CH:19]=[CH:18][CH:17]=[CH:16][C:15]=2[N+:20]([O-:22])=[O:21])(=[O:13])=[O:12])[CH:7]=1. The catalyst class is: 2. (2) Reactant: [CH3:1][C:2]1[CH:24]=[CH:23][CH:22]=[C:21]([CH3:25])[C:3]=1[CH2:4][O:5][C:6]1[CH:7]=[C:8]([C:12](=[O:20])[CH2:13][CH2:14][C:15]([O:17]CC)=[O:16])[CH:9]=[CH:10][CH:11]=1.[OH-].[Na+].Cl. Product: [CH3:25][C:21]1[CH:22]=[CH:23][CH:24]=[C:2]([CH3:1])[C:3]=1[CH2:4][O:5][C:6]1[CH:7]=[C:8]([C:12](=[O:20])[CH2:13][CH2:14][C:15]([OH:17])=[O:16])[CH:9]=[CH:10][CH:11]=1. The catalyst class is: 8. (3) Product: [Cl:1][C:2]1[CH:11]=[C:10]([C:12]([NH:14][CH2:15][C:16]2[CH:17]=[C:18]([OH:24])[CH:19]=[C:20]([OH:22])[CH:21]=2)=[O:13])[CH:9]=[CH:8][C:3]=1[C:4]([O:6][CH3:7])=[O:5]. The catalyst class is: 4. Reactant: [Cl:1][C:2]1[CH:11]=[C:10]([C:12]([NH:14][CH2:15][C:16]2[CH:21]=[C:20]([O:22]C)[CH:19]=[C:18]([O:24]C)[CH:17]=2)=[O:13])[CH:9]=[CH:8][C:3]=1[C:4]([O:6][CH3:7])=[O:5].B(Br)(Br)Br.O. (4) Reactant: [CH:1]1([N:5]2[C:9]3[CH:10]=[C:11]([C:14](=[O:17])[CH2:15]C)[CH:12]=[CH:13][C:8]=3[N:7]=[C:6]2[NH:18][C:19](=[O:25])[CH2:20][C:21]([CH3:24])([CH3:23])[CH3:22])[CH2:4][CH2:3][CH2:2]1.C(O)C.[BH4-].[Na+]. Product: [CH:1]1([N:5]2[C:9]3[CH:10]=[C:11]([CH:14]([OH:17])[CH3:15])[CH:12]=[CH:13][C:8]=3[N:7]=[C:6]2[NH:18][C:19](=[O:25])[CH2:20][C:21]([CH3:24])([CH3:23])[CH3:22])[CH2:2][CH2:3][CH2:4]1. The catalyst class is: 25. (5) Reactant: [NH:1]1[CH2:6][CH2:5][CH2:4][C@H:3]([C:7]2[CH:8]=[CH:9][C:10]([CH3:18])=[C:11]([CH:17]=2)[C:12]([O:14][CH2:15][CH3:16])=[O:13])[CH2:2]1.C(O)(=O)[C@H]([C@@H](C(O)=O)O)O.[F:29][C:30]([F:47])([F:46])[C:31]1[CH:45]=[CH:44][C:34]([CH2:35][O:36][C:37](N2C=CN=C2)=[O:38])=[CH:33][CH:32]=1.Cl. Product: [F:29][C:30]([F:46])([F:47])[C:31]1[CH:45]=[CH:44][C:34]([CH2:35][O:36][C:37]([N:1]2[CH2:6][CH2:5][CH2:4][C@H:3]([C:7]3[CH:8]=[CH:9][C:10]([CH3:18])=[C:11]([C:12]([O:14][CH2:15][CH3:16])=[O:13])[CH:17]=3)[CH2:2]2)=[O:38])=[CH:33][CH:32]=1. The catalyst class is: 84. (6) Reactant: [NH:1]1[C:9]2[C:4](=[CH:5][C:6]([CH:10]=O)=[CH:7][CH:8]=2)[CH:3]=[CH:2]1.[CH3:12][NH2:13].[BH4-].[Na+].O. Product: [NH:1]1[C:9]2[C:4](=[CH:5][C:6]([CH2:10][NH:13][CH3:12])=[CH:7][CH:8]=2)[CH:3]=[CH:2]1. The catalyst class is: 5. (7) Reactant: C([N:9]1[C:14](=[O:15])[C:13]([C:16]2[C:17]([F:22])=[N:18][CH:19]=[CH:20][CH:21]=2)=[CH:12][N:11]([CH2:23][CH2:24][CH2:25][CH2:26][Cl:27])[C:10]1=[O:28])(=O)C1C=CC=CC=1. Product: [Cl:27][CH2:26][CH2:25][CH2:24][CH2:23][N:11]1[CH:12]=[C:13]([C:16]2[C:17]([F:22])=[N:18][CH:19]=[CH:20][CH:21]=2)[C:14](=[O:15])[NH:9][C:10]1=[O:28]. The catalyst class is: 547.